This data is from Full USPTO retrosynthesis dataset with 1.9M reactions from patents (1976-2016). The task is: Predict the reactants needed to synthesize the given product. (1) Given the product [CH2:1]([CH:3]1[N:12]2[C:7](=[CH:8][C:9](=[O:18])[C:10]([C:13]([O:15][CH2:16][CH3:17])=[O:14])=[CH:11]2)[C:6]2[CH:19]=[C:20]([O:26][CH3:27])[C:21]([CH2:23][CH2:24][CH3:25])=[CH:22][C:5]=2[CH2:4]1)[CH3:2], predict the reactants needed to synthesize it. The reactants are: [CH2:1]([CH:3]1[N:12]2[CH:7]([CH2:8][C:9](=[O:18])[C:10]([C:13]([O:15][CH2:16][CH3:17])=[O:14])=[CH:11]2)[C:6]2[CH:19]=[C:20]([O:26][CH3:27])[C:21]([CH2:23][CH2:24][CH3:25])=[CH:22][C:5]=2[CH2:4]1)[CH3:2].C1(Cl)C(=O)C(Cl)=C(Cl)C(=O)C=1Cl. (2) Given the product [C:38]([N:37]([CH3:36])[C:21]([C:4]1[N:3]=[C:2]([Br:1])[N:6]2[C:7]3[C:12](=[CH:11][C:10]([O:15][CH3:16])=[C:9]([O:17][CH:18]([CH3:19])[CH3:20])[CH:8]=3)[CH2:13][CH2:14][C:5]=12)=[O:23])([CH3:41])([CH3:40])[CH3:39], predict the reactants needed to synthesize it. The reactants are: [Br:1][C:2]1[N:6]2[C:7]3[C:12]([CH2:13][CH2:14][C:5]2=[C:4]([C:21]([OH:23])=O)[N:3]=1)=[CH:11][C:10]([O:15][CH3:16])=[C:9]([O:17][CH:18]([CH3:20])[CH3:19])[CH:8]=3.C(Cl)Cl.CCN(C(C)C)C(C)C.[CH3:36][NH:37][C:38]([CH3:41])([CH3:40])[CH3:39].CN(C(ON1N=NC2C=CC=CC1=2)=[N+](C)C)C.[B-](F)(F)(F)F. (3) Given the product [C:2]([C:3]1[S:14][C:15](=[NH:16])[N:12]([CH2:11][CH2:10][CH:9]([CH3:13])[CH3:8])[CH:4]=1)([CH3:7])([CH3:6])[CH3:1], predict the reactants needed to synthesize it. The reactants are: [CH3:1][C:2]([CH3:7])([CH3:6])[CH2:3][CH:4]=O.[CH3:8][CH:9]([CH3:13])[CH2:10][CH2:11][NH2:12].[S-:14][C:15]#[N:16].[K+].II.